Dataset: Reaction yield outcomes from USPTO patents with 853,638 reactions. Task: Predict the reaction yield, written as a fraction of the theoretical maximum amount of product (1.0 means a 100% yield; for example, 0.34 means a 34% yield). The reactants are C[O:2][C:3]1[CH:8]=[CH:7][C:6]([C:9]23[CH2:18][CH:13]4[CH2:14][CH:15]([CH2:17][CH:11]([CH2:12]4)[CH2:10]2)[CH2:16]3)=[CH:5][C:4]=1[CH3:19].B(Br)(Br)Br. The catalyst is ClCCl.C(OCC)(=O)C. The product is [C:9]12([C:6]3[CH:7]=[CH:8][C:3]([OH:2])=[C:4]([CH3:19])[CH:5]=3)[CH2:10][CH:11]3[CH2:12][CH:13]([CH2:14][CH:15]([CH2:17]3)[CH2:16]1)[CH2:18]2. The yield is 1.00.